This data is from Full USPTO retrosynthesis dataset with 1.9M reactions from patents (1976-2016). The task is: Predict the reactants needed to synthesize the given product. Given the product [O:2]1[C:6]2[CH:7]=[CH:8][CH:9]=[C:10]([CH:11]3[CH2:16][CH2:15][N:14]([CH2:17][CH2:18][C@H:19]4[CH2:20][CH2:21][C@H:22]([NH:25][C:32](=[O:33])[CH2:31][C@H:27]5[CH2:28][CH2:29][CH2:30][O:26]5)[CH2:23][CH2:24]4)[CH2:13][CH2:12]3)[C:5]=2[O:4][CH2:3]1, predict the reactants needed to synthesize it. The reactants are: Cl.[O:2]1[C:6]2[CH:7]=[CH:8][CH:9]=[C:10]([CH:11]3[CH2:16][CH2:15][N:14]([CH2:17][CH2:18][C@H:19]4[CH2:24][CH2:23][C@H:22]([NH2:25])[CH2:21][CH2:20]4)[CH2:13][CH2:12]3)[C:5]=2[O:4][CH2:3]1.[O:26]1[CH2:30][CH2:29][CH2:28][C@@H:27]1[CH2:31][C:32](O)=[O:33].